This data is from Forward reaction prediction with 1.9M reactions from USPTO patents (1976-2016). The task is: Predict the product of the given reaction. (1) Given the reactants [ClH:1].C(OCC)C.[CH2:7]([C:9]1[N:14]=[C:13]([C:15]2[C:16]([C:27]3[CH:35]=[CH:34][C:33]4[C:29](=[CH:30][N:31]([CH3:36])[N:32]=4)[CH:28]=3)=[N:17][S:18][C:19]=2[NH:20][C:21]([C@@H:23]2[CH2:25][C@H:24]2[CH3:26])=[O:22])[CH:12]=[CH:11][CH:10]=1)[CH3:8], predict the reaction product. The product is: [ClH:1].[CH2:7]([C:9]1[N:14]=[C:13]([C:15]2[C:16]([C:27]3[CH:35]=[CH:34][C:33]4[C:29](=[CH:30][N:31]([CH3:36])[N:32]=4)[CH:28]=3)=[N:17][S:18][C:19]=2[NH:20][C:21]([C@@H:23]2[CH2:25][C@H:24]2[CH3:26])=[O:22])[CH:12]=[CH:11][CH:10]=1)[CH3:8]. (2) Given the reactants [NH2:1][C:2]1[S:6][N:5]=[C:4]([CH3:7])[C:3]=1[C:8]([NH2:10])=[O:9].[C:11]1([CH3:21])[CH:16]=CC(S(O)(=O)=O)=[CH:13][CH:12]=1.C(=O)CC(C)C.S(=O)(O)[O-].[Na+], predict the reaction product. The product is: [CH2:12]([C:13]1[NH:10][C:8](=[O:9])[C:3]2[C:4]([CH3:7])=[N:5][S:6][C:2]=2[N:1]=1)[CH:11]([CH3:21])[CH3:16]. (3) Given the reactants C1C=C(Cl)C=C(C(OO)=O)C=1.[Cl:12][C:13]1[CH:18]=[CH:17][CH:16]=[C:15]([Cl:19])[C:14]=1[N:20]1[CH:31]=[CH:30][C:23]2[N:24]=[C:25](SC)[N:26]=[CH:27][C:22]=2[C:21]1=[O:32].CCN(C(C)C)C(C)C.[NH2:42][C:43]1[CH:48]=[CH:47][C:46]([N:49]2[CH2:54][CH2:53][N:52]([C:55]([O:57][C:58]([CH3:61])([CH3:60])[CH3:59])=[O:56])[CH2:51][CH2:50]2)=[C:45]([Cl:62])[CH:44]=1, predict the reaction product. The product is: [Cl:62][C:45]1[CH:44]=[C:43]([NH:42][C:25]2[N:26]=[CH:27][C:22]3[C:21](=[O:32])[N:20]([C:14]4[C:13]([Cl:12])=[CH:18][CH:17]=[CH:16][C:15]=4[Cl:19])[CH:31]=[CH:30][C:23]=3[N:24]=2)[CH:48]=[CH:47][C:46]=1[N:49]1[CH2:54][CH2:53][N:52]([C:55]([O:57][C:58]([CH3:61])([CH3:60])[CH3:59])=[O:56])[CH2:51][CH2:50]1. (4) Given the reactants [CH:1]([Mg]Cl)=[CH2:2].[Br:5][C:6]1[CH:19]=[CH:18][C:17]2[O:16][C:15]3[C:10](=[CH:11][C:12]([I:20])=[CH:13][CH:14]=3)[C:9](=[O:21])[C:8]=2[CH:7]=1, predict the reaction product. The product is: [Br:5][C:6]1[CH:19]=[CH:18][C:17]2[O:16][C:15]3[C:10](=[CH:11][C:12]([I:20])=[CH:13][CH:14]=3)[C:9]([CH:1]=[CH2:2])([OH:21])[C:8]=2[CH:7]=1. (5) Given the reactants C[Si]([N-][Si](C)(C)C)(C)C.[Li+].[Br:11][C:12]1[CH:20]=[C:19]2[C:15]([CH2:16][C:17](=[O:21])[NH:18]2)=[CH:14][CH:13]=1.Cl[CH2:23][CH2:24][N:25]([CH2:33][CH2:34]Cl)[C:26](=[O:32])[O:27][C:28]([CH3:31])([CH3:30])[CH3:29].Cl, predict the reaction product. The product is: [Br:11][C:12]1[CH:20]=[C:19]2[NH:18][C:17](=[O:21])[C:16]3([CH2:34][CH2:33][N:25]([C:26]([O:27][C:28]([CH3:30])([CH3:29])[CH3:31])=[O:32])[CH2:24][CH2:23]3)[C:15]2=[CH:14][CH:13]=1.